From a dataset of Full USPTO retrosynthesis dataset with 1.9M reactions from patents (1976-2016). Predict the reactants needed to synthesize the given product. (1) Given the product [OH:30][C@@H:29]([CH2:21][CH2:22][C:23]1[CH:28]=[CH:27][CH:26]=[CH:25][CH:24]=1)[CH2:31][N:8]1[CH2:12][CH2:11][C@@H:10]([S:13][C:14]2[CH:19]=[CH:18][C:17]([OH:20])=[CH:16][CH:15]=2)[CH2:9]1, predict the reactants needed to synthesize it. The reactants are: FC(F)(F)C(O)=O.[NH:8]1[CH2:12][CH2:11][C@@H:10]([S:13][C:14]2[CH:19]=[CH:18][C:17]([OH:20])=[CH:16][CH:15]=2)[CH2:9]1.[CH2:21]([CH:29]1[CH2:31][O:30]1)[CH2:22][C:23]1[CH:28]=[CH:27][CH:26]=[CH:25][CH:24]=1. (2) Given the product [ClH:39].[Br:1][C:2]1[C:3]([C:26]([F:29])([F:27])[F:28])=[CH:4][C:5]2[NH:25][C:40](=[O:43])[N:8]([CH:9]3[CH2:14][CH2:13][N:12]([C@H:15]4[CH2:16][CH2:17][C@H:18]([O:21][CH2:22][CH2:23][CH3:24])[CH2:19][CH2:20]4)[CH2:11][CH2:10]3)[C:6]=2[CH:7]=1, predict the reactants needed to synthesize it. The reactants are: [Br:1][C:2]1[CH:7]=[C:6]([NH:8][CH:9]2[CH2:14][CH2:13][N:12]([C@H:15]3[CH2:20][CH2:19][C@H:18]([O:21][CH2:22][CH2:23][CH3:24])[CH2:17][CH2:16]3)[CH2:11][CH2:10]2)[C:5]([NH2:25])=[CH:4][C:3]=1[C:26]([F:29])([F:28])[F:27].C(N(C(C)C)CC)(C)C.[Cl:39][C:40]([O:43]C(=O)OC(Cl)(Cl)Cl)(Cl)Cl.